The task is: Predict the product of the given reaction.. This data is from Forward reaction prediction with 1.9M reactions from USPTO patents (1976-2016). (1) Given the reactants [F:1][CH:2]([F:41])[C:3]1[C:8]([F:9])=[C:7]([S:10](=[O:19])(=[O:18])[NH:11][C@@H:12]([CH3:17])[C:13]([F:16])([F:15])[F:14])[CH:6]=[CH:5][C:4]=1[C:20]1[S:24][C:23]([C:25]2[CH:29]=[C:28]([CH2:30][C:31]([CH3:37])([CH3:36])[C:32]([O:34][CH3:35])=[O:33])[O:27][N:26]=2)=[N:22][C:21]=1[C:38](O)=[O:39].CN(C(ON1N=NC2C=CC=NC1=2)=[N+](C)C)C.F[P-](F)(F)(F)(F)F.[F:66][C:67]1([F:73])[CH2:72][CH2:71][NH:70][CH2:69][CH2:68]1, predict the reaction product. The product is: [F:41][CH:2]([F:1])[C:3]1[C:8]([F:9])=[C:7]([S:10](=[O:19])(=[O:18])[NH:11][C@@H:12]([CH3:17])[C:13]([F:14])([F:16])[F:15])[CH:6]=[CH:5][C:4]=1[C:20]1[S:24][C:23]([C:25]2[CH:29]=[C:28]([CH2:30][C:31]([CH3:36])([CH3:37])[C:32]([O:34][CH3:35])=[O:33])[O:27][N:26]=2)=[N:22][C:21]=1[C:38]([N:70]1[CH2:71][CH2:72][C:67]([F:73])([F:66])[CH2:68][CH2:69]1)=[O:39]. (2) Given the reactants [CH2:1]([O:8][C:9]1[CH:10]=[C:11]([S:22]CCC(OC)=O)[CH:12]=[N:13][C:14]=1[NH:15][C:16]1[S:17][CH:18]=[C:19]([CH3:21])[N:20]=1)[C:2]1[CH:7]=[CH:6][CH:5]=[CH:4][CH:3]=1.CC([O-])(C)C.[K+].[Cl:35][C:36]1[CH:41]=[C:40]([N+]([O-])=O)[CH:39]=[CH:38][N:37]=1.[NH4+].[Cl-:46].Cl, predict the reaction product. The product is: [ClH:35].[ClH:46].[CH2:1]([O:8][C:9]1[C:14]([NH:15][C:16]2[S:17][CH:18]=[C:19]([CH3:21])[N:20]=2)=[N:13][CH:12]=[C:11]([S:22][C:40]2[CH:39]=[CH:38][N:37]=[C:36]([Cl:35])[CH:41]=2)[CH:10]=1)[C:2]1[CH:3]=[CH:4][CH:5]=[CH:6][CH:7]=1. (3) The product is: [CH:1]1[C:2]([CH2:10][C@@H:11]([NH2:28])[CH2:12][C:13]([N:15]2[CH2:27][C:19]3=[N:20][N:21]=[C:22]([C:23]([F:26])([F:25])[F:24])[N:18]3[CH2:17][CH2:16]2)=[O:14])=[C:3]([F:9])[CH:4]=[C:5]([F:8])[C:6]=1[F:7].[C:35]([O-:43])(=[O:42])[C@H:36]([CH2:38][C:39]([O-:41])=[O:40])[OH:37]. Given the reactants [CH:1]1[C:2]([CH2:10][C@@H:11]([NH2:28])[CH2:12][C:13]([N:15]2[CH2:27][C:19]3=[N:20][N:21]=[C:22]([C:23]([F:26])([F:25])[F:24])[N:18]3[CH2:17][CH2:16]2)=[O:14])=[C:3]([F:9])[CH:4]=[C:5]([F:8])[C:6]=1[F:7].C(OCC)(=O)C.[C:35]([OH:43])(=[O:42])[C@H:36]([CH2:38][C:39]([OH:41])=[O:40])[OH:37], predict the reaction product.